Dataset: Reaction yield outcomes from USPTO patents with 853,638 reactions. Task: Predict the reaction yield, written as a fraction of the theoretical maximum amount of product (1.0 means a 100% yield; for example, 0.34 means a 34% yield). The reactants are [I:1][C:2]1[CH:3]=[N:4][NH:5][CH:6]=1.C1(=O)O[CH2:10][CH2:9][O:8]1. The catalyst is CN(C=O)C. The product is [I:1][C:2]1[CH:3]=[N:4][N:5]([CH2:10][CH2:9][OH:8])[CH:6]=1. The yield is 0.530.